This data is from Experimentally validated miRNA-target interactions with 360,000+ pairs, plus equal number of negative samples. The task is: Binary Classification. Given a miRNA mature sequence and a target amino acid sequence, predict their likelihood of interaction. The miRNA is hsa-miR-7111-3p with sequence AUCCUCUCUUCCCUCCUCCCAG. The protein sequence of the target gene is MGQPAPYAEGPIQGGDAGELCKCDFLVSISIPQTRSDIPAGARRSSMGPRSLDTCWGRGPERHVHRLECNGVIFTHRNLCLPGGKTKTENEEKTAQLNISKESESHRLIVEGLLMDVPQHPDFKDRLEKSQLHDTGNKTKIGDCTDLTVQDHESSTTEREEIARKLEESSVSTHLITKQGFAKEQVFYKCGECGSYYNPHSDFHLHQRVHTNEKPYTCKECGKTFRYNSKLSRHQKIHTGEKPYSCEECGQAFSQNSHLLQHQKLHGGQRPYECTDCGKTFSYNSKLIRHQRIHTGEKPF.... Result: 1 (interaction).